Dataset: Reaction yield outcomes from USPTO patents with 853,638 reactions. Task: Predict the reaction yield, written as a fraction of the theoretical maximum amount of product (1.0 means a 100% yield; for example, 0.34 means a 34% yield). The catalyst is C1COCC1. The product is [CH2:16]([O:23][C:24]1[CH:25]=[CH:26][C:27]([CH2:30][CH2:31][C:32]2([CH:34]3[CH2:35][CH2:36][CH2:37][CH2:38]3)[O:33][C:3](=[O:2])[CH2:4][C:5](=[O:6])[CH2:7]2)=[CH:28][CH:29]=1)[C:17]1[CH:18]=[CH:19][CH:20]=[CH:21][CH:22]=1. The yield is 0.520. The reactants are C[O:2][C:3](=O)[CH2:4][C:5]([CH3:7])=[O:6].[H-].[Na+].[Li]CCCC.[CH2:16]([O:23][C:24]1[CH:29]=[CH:28][C:27]([CH2:30][CH2:31][C:32]([CH:34]2[CH2:38][CH2:37][CH2:36][CH2:35]2)=[O:33])=[CH:26][CH:25]=1)[C:17]1[CH:22]=[CH:21][CH:20]=[CH:19][CH:18]=1.